This data is from Forward reaction prediction with 1.9M reactions from USPTO patents (1976-2016). The task is: Predict the product of the given reaction. (1) Given the reactants [O:1]=[C:2]1[NH:7][N:6]=[CH:5][C:4]([C:8]([OH:10])=O)=[CH:3]1.CN(C(ON1N=NC2C=CC=CC1=2)=[N+](C)C)C.[B-](F)(F)(F)F.C(N(CC)CC)C.[NH2:40][C@@:41]1([C:46]([O:48][CH2:49][CH2:50][CH2:51][CH3:52])=[O:47])[CH2:45][CH2:44][O:43][CH2:42]1, predict the reaction product. The product is: [O:1]=[C:2]1[NH:7][N:6]=[CH:5][C:4]([C:8]([NH:40][C@@:41]2([C:46]([O:48][CH2:49][CH2:50][CH2:51][CH3:52])=[O:47])[CH2:45][CH2:44][O:43][CH2:42]2)=[O:10])=[CH:3]1. (2) Given the reactants [CH3:1][O:2][C:3]1[CH:4]=[C:5]([CH:14]=[CH:15][C:16]=1[N+:17]([O-])=O)[CH2:6][N:7]1[CH2:12][CH2:11][CH:10]([OH:13])[CH2:9][CH2:8]1, predict the reaction product. The product is: [NH2:17][C:16]1[CH:15]=[CH:14][C:5]([CH2:6][N:7]2[CH2:12][CH2:11][CH:10]([OH:13])[CH2:9][CH2:8]2)=[CH:4][C:3]=1[O:2][CH3:1]. (3) Given the reactants OO.[Cl:3][C:4]1[N:5]=[N:6][C:7]([Cl:10])=[CH:8][CH:9]=1.C1(=O)OC(=[O:15])C=C1.C(O)(=O)/C=C/C.CC1CCCCC1.[OH-].[Na+], predict the reaction product. The product is: [Cl:3][C:4]1[N:5]=[N+:6]([O-:15])[C:7]([Cl:10])=[CH:8][CH:9]=1. (4) Given the reactants [O:1]1[CH:5]2[C:6]3[C:11]([CH:2]1[CH2:3][CH2:4]2)=[CH:10][CH:9]=[CH:8][CH:7]=3.[CH2:12]([N:14](CC)CC)C.BrB1C2CCCC1CCC2.CN.Cl, predict the reaction product. The product is: [CH3:12][NH:14][C@H:5]1[C:6]2[C:11](=[CH:10][CH:9]=[CH:8][CH:7]=2)[C@@H:2]([OH:1])[CH2:3][CH2:4]1. (5) Given the reactants [Cl:1][C:2]1[CH:3]=[C:4]([C:8]#[C:9][CH2:10][N:11]2[CH2:16][CH2:15][NH:14][CH2:13][CH2:12]2)[CH:5]=[CH:6][CH:7]=1.C(N(CC)CC)C.[CH3:24][O:25][CH2:26][CH2:27][O:28][C:29](Cl)=[O:30], predict the reaction product. The product is: [CH3:24][O:25][CH2:26][CH2:27][O:28][C:29]([N:14]1[CH2:13][CH2:12][N:11]([CH2:10][C:9]#[C:8][C:4]2[CH:5]=[CH:6][CH:7]=[C:2]([Cl:1])[CH:3]=2)[CH2:16][CH2:15]1)=[O:30]. (6) Given the reactants [Br:1][C:2]1[CH:3]=[C:4]([CH:8]=[CH:9][C:10]=1[CH3:11])[C:5]([OH:7])=[O:6].[CH2:12](OC(=O)C1C=CC(Br)=C(C(F)(F)F)C=1)[CH3:13], predict the reaction product. The product is: [CH2:12]([O:6][C:5](=[O:7])[C:4]1[CH:8]=[CH:9][C:10]([CH3:11])=[C:2]([Br:1])[CH:3]=1)[CH3:13].